Regression. Given two drug SMILES strings and cell line genomic features, predict the synergy score measuring deviation from expected non-interaction effect. From a dataset of NCI-60 drug combinations with 297,098 pairs across 59 cell lines. (1) Drug 1: CC1=C(C=C(C=C1)NC(=O)C2=CC=C(C=C2)CN3CCN(CC3)C)NC4=NC=CC(=N4)C5=CN=CC=C5. Drug 2: C#CCC(CC1=CN=C2C(=N1)C(=NC(=N2)N)N)C3=CC=C(C=C3)C(=O)NC(CCC(=O)O)C(=O)O. Cell line: DU-145. Synergy scores: CSS=50.6, Synergy_ZIP=16.1, Synergy_Bliss=1.29, Synergy_Loewe=55.2, Synergy_HSA=-1.41. (2) Drug 1: C1=CC(=CC=C1CCC2=CNC3=C2C(=O)NC(=N3)N)C(=O)NC(CCC(=O)O)C(=O)O. Drug 2: CC(C)(C#N)C1=CC(=CC(=C1)CN2C=NC=N2)C(C)(C)C#N. Cell line: KM12. Synergy scores: CSS=6.05, Synergy_ZIP=-4.58, Synergy_Bliss=-6.08, Synergy_Loewe=-5.51, Synergy_HSA=-5.48. (3) Drug 1: C1C(C(OC1N2C=NC3=C2NC=NCC3O)CO)O. Drug 2: CC1CCCC2(C(O2)CC(NC(=O)CC(C(C(=O)C(C1O)C)(C)C)O)C(=CC3=CSC(=N3)C)C)C. Cell line: OVCAR-4. Synergy scores: CSS=40.5, Synergy_ZIP=1.92, Synergy_Bliss=0.843, Synergy_Loewe=-20.3, Synergy_HSA=-0.190. (4) Drug 1: C1CCC(C1)C(CC#N)N2C=C(C=N2)C3=C4C=CNC4=NC=N3. Drug 2: C1=CC(=CC=C1CC(C(=O)O)N)N(CCCl)CCCl.Cl. Cell line: SK-MEL-28. Synergy scores: CSS=-1.50, Synergy_ZIP=1.40, Synergy_Bliss=0.751, Synergy_Loewe=-7.00, Synergy_HSA=-4.72.